From a dataset of NCI-60 drug combinations with 297,098 pairs across 59 cell lines. Regression. Given two drug SMILES strings and cell line genomic features, predict the synergy score measuring deviation from expected non-interaction effect. (1) Drug 1: CS(=O)(=O)CCNCC1=CC=C(O1)C2=CC3=C(C=C2)N=CN=C3NC4=CC(=C(C=C4)OCC5=CC(=CC=C5)F)Cl. Drug 2: CNC(=O)C1=NC=CC(=C1)OC2=CC=C(C=C2)NC(=O)NC3=CC(=C(C=C3)Cl)C(F)(F)F. Cell line: UACC62. Synergy scores: CSS=60.5, Synergy_ZIP=9.54, Synergy_Bliss=10.7, Synergy_Loewe=6.43, Synergy_HSA=10.8. (2) Drug 1: C1CC(C1)(C(=O)O)C(=O)O.[NH2-].[NH2-].[Pt+2]. Drug 2: CC12CCC3C(C1CCC2O)C(CC4=C3C=CC(=C4)O)CCCCCCCCCS(=O)CCCC(C(F)(F)F)(F)F. Cell line: 786-0. Synergy scores: CSS=-1.43, Synergy_ZIP=0.263, Synergy_Bliss=1.24, Synergy_Loewe=-0.669, Synergy_HSA=-0.416. (3) Drug 1: C1=NC2=C(N=C(N=C2N1C3C(C(C(O3)CO)O)O)F)N. Drug 2: CC1=C(C=C(C=C1)NC(=O)C2=CC=C(C=C2)CN3CCN(CC3)C)NC4=NC=CC(=N4)C5=CN=CC=C5. Cell line: RXF 393. Synergy scores: CSS=3.25, Synergy_ZIP=-3.20, Synergy_Bliss=-5.57, Synergy_Loewe=0.174, Synergy_HSA=-2.82. (4) Drug 1: C1CN1C2=NC(=NC(=N2)N3CC3)N4CC4. Drug 2: C1=NNC2=C1C(=O)NC=N2. Cell line: HOP-62. Synergy scores: CSS=30.7, Synergy_ZIP=1.88, Synergy_Bliss=5.64, Synergy_Loewe=-18.9, Synergy_HSA=4.16.